From a dataset of Full USPTO retrosynthesis dataset with 1.9M reactions from patents (1976-2016). Predict the reactants needed to synthesize the given product. (1) Given the product [C:1](=[C:4]1[CH:5]2[C:12]([CH3:14])=[CH:13][CH:8]1[C:7]([CH2:21][OH:23])([CH3:9])[CH2:6]2)([CH3:3])[CH3:2], predict the reactants needed to synthesize it. The reactants are: [C:1](=[C:4]1[CH:8]=[C:7]([CH3:9])[CH:6]=[CH:5]1)([CH3:3])[CH3:2].O=C[C:12](=[CH2:14])[CH3:13].[H-].[H-].[H-].[H-].[Li+].[Al+3].[CH2:21]([O:23]CC)C. (2) Given the product [Cl:19][C:15]1[CH:16]=[CH:17][CH:18]=[C:13]([Cl:12])[C:14]=1[N:20]1[C:24]([CH2:25][O:1][C:2]2[CH:7]=[CH:6][C:5]([C:8](=[O:10])[CH3:9])=[C:4]([CH3:11])[CH:3]=2)=[C:23]([CH:27]([CH3:29])[CH3:28])[N:22]=[N:21]1, predict the reactants needed to synthesize it. The reactants are: [OH:1][C:2]1[CH:7]=[CH:6][C:5]([C:8](=[O:10])[CH3:9])=[C:4]([CH3:11])[CH:3]=1.[Cl:12][C:13]1[CH:18]=[CH:17][CH:16]=[C:15]([Cl:19])[C:14]=1[N:20]1[C:24]([CH2:25]O)=[C:23]([CH:27]([CH3:29])[CH3:28])[N:22]=[N:21]1.C(P(CCCC)CCCC)CCC.C1CCN(C(N=NC(N2CCCCC2)=O)=O)CC1.